Dataset: Forward reaction prediction with 1.9M reactions from USPTO patents (1976-2016). Task: Predict the product of the given reaction. (1) Given the reactants [Cl:1][C:2]1[CH:3]=[CH:4][C:5]([O:20][CH2:21][C:22]2[CH:27]=[CH:26][C:25]([Cl:28])=[CH:24][CH:23]=2)=[C:6]([CH:19]=1)[CH2:7][N:8]1[C:12]([CH3:13])=[CH:11][C:10]([CH2:14][CH2:15][C:16](F)=[O:17])=[N:9]1.[F:29][C:30]([F:36])([F:35])[S:31]([NH2:34])(=[O:33])=[O:32], predict the reaction product. The product is: [Cl:1][C:2]1[CH:3]=[CH:4][C:5]([O:20][CH2:21][C:22]2[CH:27]=[CH:26][C:25]([Cl:28])=[CH:24][CH:23]=2)=[C:6]([CH:19]=1)[CH2:7][N:8]1[C:12]([CH3:13])=[CH:11][C:10]([CH2:14][CH2:15][C:16]([NH:34][S:31]([C:30]([F:36])([F:35])[F:29])(=[O:33])=[O:32])=[O:17])=[N:9]1. (2) Given the reactants [N:1]1[CH:6]=[CH:5][C:4]([S:7][C:8]2[CH:9]=[C:10]([C:17]([OH:19])=O)[C:11](=[CH:15][CH:16]=2)[C:12]([OH:14])=O)=[CH:3][CH:2]=1.Cl.[CH2:21]([O:25][C:26](=[O:29])[CH2:27][NH2:28])[CH2:22][CH2:23][CH3:24], predict the reaction product. The product is: [CH2:21]([O:25][C:26](=[O:29])[CH2:27][N:28]1[C:17](=[O:19])[C:10]2[C:11](=[CH:15][CH:16]=[C:8]([S:7][C:4]3[CH:3]=[CH:2][N:1]=[CH:6][CH:5]=3)[CH:9]=2)[C:12]1=[O:14])[CH2:22][CH2:23][CH3:24]. (3) Given the reactants [Cl:1][C:2]1[CH:7]=[CH:6][C:5]([N:8]2[C:13]([OH:14])=[C:12]([C:15](OCC)=[O:16])[C:11](=[O:20])[N:10]([CH2:21][C:22]3[CH:27]=[CH:26][CH:25]=[CH:24][CH:23]=3)[C:9]2=[O:28])=[CH:4][CH:3]=1.C1(CNC([CH:39](C(OCC)=O)[C:40]([O:42]CC)=[O:41])=O)C=CC=CC=1.[H-].[Na+].ClC1C=CC([N:59]=C=O)=CC=1.Cl, predict the reaction product. The product is: [Cl:1][C:2]1[CH:3]=[CH:4][C:5]([N:8]2[C:13]([OH:14])=[C:12]([C:15]([NH:59][CH2:39][C:40]([OH:42])=[O:41])=[O:16])[C:11](=[O:20])[N:10]([CH2:21][C:22]3[CH:27]=[CH:26][CH:25]=[CH:24][CH:23]=3)[C:9]2=[O:28])=[CH:6][CH:7]=1.